Dataset: Full USPTO retrosynthesis dataset with 1.9M reactions from patents (1976-2016). Task: Predict the reactants needed to synthesize the given product. (1) Given the product [CH3:19][C:20]1[CH:21]=[C:22]([CH:28]=[CH:29][CH:30]=1)[C:23]([O:25][CH2:26][N:15]1[C:14](=[O:16])[O:13][N:12]=[C:11]1[C:7]1[CH:6]=[C:5]([C:4]([F:3])([F:17])[F:18])[CH:10]=[CH:9][N:8]=1)=[O:24], predict the reactants needed to synthesize it. The reactants are: [H-].[Na+].[F:3][C:4]([F:18])([F:17])[C:5]1[CH:10]=[CH:9][N:8]=[C:7]([C:11]2[NH:12][O:13][C:14](=[O:16])[N:15]=2)[CH:6]=1.[CH3:19][C:20]1[CH:21]=[C:22]([CH:28]=[CH:29][CH:30]=1)[C:23]([O:25][CH2:26]Cl)=[O:24].[Cl-].[NH4+]. (2) The reactants are: [CH2:1]([O:8][C:9](=[O:21])[NH:10]C1CC2C(=O)C(CSC2)C1)[C:2]1[CH:7]=[CH:6][CH:5]=[CH:4][CH:3]=1.[BH4-].[Na+]. Given the product [CH2:1]([O:8][C:9](=[O:21])[NH2:10])[C:2]1[CH:7]=[CH:6][CH:5]=[CH:4][CH:3]=1, predict the reactants needed to synthesize it. (3) Given the product [CH:22]1([C@@H:16]([C:12]2[CH:13]=[CH:14][CH:15]=[C:10]([O:9][CH2:8][C:6]3[CH:5]=[N:4][C:3]([C:25]4[C:30]([F:31])=[CH:29][N:28]=[C:27]([O:32][CH3:33])[CH:26]=4)=[C:2]([O:38][CH2:37][CH:34]4[CH2:36][CH2:35]4)[N:7]=3)[CH:11]=2)[CH2:17][C:18]([OH:20])=[O:19])[CH2:24][CH2:23]1, predict the reactants needed to synthesize it. The reactants are: Cl[C:2]1[N:7]=[C:6]([CH2:8][O:9][C:10]2[CH:11]=[C:12]([C@H:16]([CH:22]3[CH2:24][CH2:23]3)[CH2:17][C:18]([O:20]C)=[O:19])[CH:13]=[CH:14][CH:15]=2)[CH:5]=[N:4][C:3]=1[C:25]1[C:30]([F:31])=[CH:29][N:28]=[C:27]([O:32][CH3:33])[CH:26]=1.[CH:34]1([CH2:37][OH:38])[CH2:36][CH2:35]1.[H-].[Na+].